From a dataset of Catalyst prediction with 721,799 reactions and 888 catalyst types from USPTO. Predict which catalyst facilitates the given reaction. (1) Reactant: [CH3:1][C:2]([O:5][C:6]([NH:8][CH2:9][CH:10]1[CH2:15][CH2:14][NH:13][CH2:12][CH2:11]1)=[O:7])([CH3:4])[CH3:3].[Cl:16][C:17]1[N:22]=[C:21](Cl)[N:20]=[CH:19][N:18]=1.CCN(C(C)C)C(C)C.O. Product: [Cl:16][C:17]1[N:22]=[CH:21][N:20]=[C:19]([N:13]2[CH2:12][CH2:11][CH:10]([CH2:9][NH:8][C:6](=[O:7])[O:5][C:2]([CH3:1])([CH3:3])[CH3:4])[CH2:15][CH2:14]2)[N:18]=1. The catalyst class is: 23. (2) Reactant: Cl.[NH2:2][C:3]1[C:8]2[C:9]([C:12]3[CH:17]=[CH:16][C:15]([NH:18][C:19]([NH:21][C:22]4[CH:27]=[CH:26][CH:25]=[C:24]([F:28])[CH:23]=4)=[O:20])=[CH:14][CH:13]=3)=[CH:10][S:11][C:7]=2[C:6]([C:29]2[CH:30]=[N:31][N:32]([CH2:34][CH2:35][OH:36])[CH:33]=2)=[CH:5][N:4]=1. The catalyst class is: 6. Product: [NH2:2][C:3]1[C:8]2[C:9]([C:12]3[CH:13]=[CH:14][C:15]([NH:18][C:19]([NH:21][C:22]4[CH:27]=[CH:26][CH:25]=[C:24]([F:28])[CH:23]=4)=[O:20])=[CH:16][CH:17]=3)=[CH:10][S:11][C:7]=2[C:6]([C:29]2[CH:30]=[N:31][N:32]([CH2:34][CH2:35][OH:36])[CH:33]=2)=[CH:5][N:4]=1. (3) Reactant: [O:1]1[C:5]2[CH:6]=[CH:7][CH:8]=[CH:9][C:4]=2[N:3]=[C:2]1[NH:10][C:11]([CH:13]([C:22]1[CH:30]=[CH:29][C:25]([C:26]([OH:28])=O)=[CH:24][CH:23]=1)[CH2:14][C:15]1[CH:20]=[CH:19][C:18]([F:21])=[CH:17][CH:16]=1)=[O:12].C1C=[N:35]C2N(O)N=NC=2C=1.CCN=C=NCCCN(C)C.Cl.CCN(C(C)C)C(C)C.[NH4+].[Cl-]. Product: [O:1]1[C:5]2[CH:6]=[CH:7][CH:8]=[CH:9][C:4]=2[N:3]=[C:2]1[NH:10][C:11]([CH:13]([C:22]1[CH:23]=[CH:24][C:25]([C:26]([NH2:35])=[O:28])=[CH:29][CH:30]=1)[CH2:14][C:15]1[CH:20]=[CH:19][C:18]([F:21])=[CH:17][CH:16]=1)=[O:12]. The catalyst class is: 3. (4) Reactant: Br[C:2]1[C:3]([C:9]2[C:10]([F:34])=[C:11]([N:16]([CH2:28][O:29][CH2:30][CH2:31][O:32][CH3:33])[S:17]([C:20]3[CH:25]=[C:24]([F:26])[CH:23]=[CH:22][C:21]=3[F:27])(=[O:19])=[O:18])[CH:12]=[CH:13][C:14]=2[F:15])=[N:4][N:5]([CH2:7][CH3:8])[CH:6]=1.[N:35]1[CH:40]=[CH:39][C:38](B2OC(C)(C)C(C)(C)O2)=[CH:37][CH:36]=1.C(=O)([O-])[O-].[Cs+].[Cs+].C(Cl)Cl. Product: [CH2:7]([N:5]1[CH:6]=[C:2]([C:38]2[CH:39]=[CH:40][N:35]=[CH:36][CH:37]=2)[C:3]([C:9]2[C:10]([F:34])=[C:11]([N:16]([CH2:28][O:29][CH2:30][CH2:31][O:32][CH3:33])[S:17]([C:20]3[CH:25]=[C:24]([F:26])[CH:23]=[CH:22][C:21]=3[F:27])(=[O:19])=[O:18])[CH:12]=[CH:13][C:14]=2[F:15])=[N:4]1)[CH3:8]. The catalyst class is: 216.